Dataset: Full USPTO retrosynthesis dataset with 1.9M reactions from patents (1976-2016). Task: Predict the reactants needed to synthesize the given product. (1) Given the product [CH3:25][C:8]1([CH3:26])[CH2:7][C:6]2[C:11](=[C:12]3[CH2:16][C:15]([CH3:17])([CH3:18])[O:14][C:13]3=[C:4]([OH:3])[CH:5]=2)[C:10]([C:19]2[CH:20]=[CH:21][CH:22]=[CH:23][CH:24]=2)=[N:9]1, predict the reactants needed to synthesize it. The reactants are: Br.C[O:3][C:4]1[CH:5]=[C:6]2[C:11](=[C:12]3[CH2:16][C:15]([CH3:18])([CH3:17])[O:14][C:13]=13)[C:10]([C:19]1[CH:24]=[CH:23][CH:22]=[CH:21][CH:20]=1)=[N:9][C:8]([CH3:26])([CH3:25])[CH2:7]2.N. (2) Given the product [ClH:1].[Cl:1][C:2]1[CH:3]=[C:4]([CH:37]=[CH:38][C:39]=1[Cl:40])[C:5]([NH:7][C:8]1[CH:9]=[CH:10][C:11]([O:12][C:13]2[CH:14]=[CH:15][C:16]([CH2:19][CH2:20][C:21]([N:23]3[CH2:24][CH2:25][N:26]([CH2:29][C:30]([OH:32])=[O:31])[CH2:27][CH2:28]3)=[O:22])=[CH:17][CH:18]=2)=[CH:35][CH:36]=1)=[O:6], predict the reactants needed to synthesize it. The reactants are: [Cl:1][C:2]1[CH:3]=[C:4]([CH:37]=[CH:38][C:39]=1[Cl:40])[C:5]([NH:7][C:8]1[CH:36]=[CH:35][C:11]([O:12][C:13]2[CH:18]=[CH:17][C:16]([CH2:19][CH2:20][C:21]([N:23]3[CH2:28][CH2:27][N:26]([CH2:29][C:30]([O:32]CC)=[O:31])[CH2:25][CH2:24]3)=[O:22])=[CH:15][CH:14]=2)=[CH:10][CH:9]=1)=[O:6].[OH-].[Na+].O.Cl.